From a dataset of Reaction yield outcomes from USPTO patents with 853,638 reactions. Predict the reaction yield, written as a fraction of the theoretical maximum amount of product (1.0 means a 100% yield; for example, 0.34 means a 34% yield). (1) The reactants are [Cl:1][C:2]1[C:18]([Cl:19])=[CH:17][C:5]([O:6][C:7]2[CH:12]=[C:11]([O:13][CH2:14][CH2:15]O)[CH:10]=[CH:9][N:8]=2)=[C:4]([I:20])[CH:3]=1.[C:21]1(=[O:31])[C:29]2[C:24](=[CH:25][CH:26]=[CH:27][CH:28]=2)[C:23](=[O:30])[NH:22]1.C1C=CC(P(C2C=CC=CC=2)C2C=CC=CC=2)=CC=1.CC(OC(/N=N/C(OC(C)C)=O)=O)C. The catalyst is C1COCC1. The product is [Cl:1][C:2]1[C:18]([Cl:19])=[CH:17][C:5]([O:6][C:7]2[CH:12]=[C:11]([O:13][CH2:14][CH2:15][N:22]3[C:23](=[O:30])[C:24]4[C:29](=[CH:28][CH:27]=[CH:26][CH:25]=4)[C:21]3=[O:31])[CH:10]=[CH:9][N:8]=2)=[C:4]([I:20])[CH:3]=1. The yield is 0.710. (2) The reactants are Br[CH2:2][C:3]#[N:4].[C:5]1(=[O:15])[NH:9][C:8](=[O:10])[C:7]2=[CH:11][CH:12]=[CH:13][CH:14]=[C:6]12.[K].O. The catalyst is CN(C)C=O. The product is [O:10]=[C:8]1[C:7]2[C:6](=[CH:14][CH:13]=[CH:12][CH:11]=2)[C:5](=[O:15])[N:9]1[CH2:2][C:3]#[N:4]. The yield is 0.800. (3) The reactants are [CH3:1][O:2][C:3]1[C:8]2[CH:9]=[N:10][S:11][C:7]=2[CH:6]=[CH:5][CH:4]=1.[Br:12]Br.C([O-])(O)=O.[Na+].ClCCl. The catalyst is C(Cl)(Cl)(Cl)Cl. The product is [Br:12][C:6]1[C:7]2[S:11][N:10]=[CH:9][C:8]=2[C:3]([O:2][CH3:1])=[CH:4][CH:5]=1. The yield is 0.660. (4) The reactants are [CH2:1]([C:5]1[N:6]=[C:7]([SH:27])[NH:8][C:9](=[O:26])[C:10]=1[CH2:11][C:12]1[CH:17]=[CH:16][C:15]([C:18]2[C:19]([C:24]#[N:25])=[CH:20][CH:21]=[CH:22][CH:23]=2)=[CH:14][CH:13]=1)[CH2:2][CH2:3][CH3:4].[CH3:28]I.[OH-].[K+].CO. The catalyst is C(OCC)(=O)C. The product is [CH2:1]([C:5]1[N:6]=[C:7]([S:27][CH3:28])[NH:8][C:9](=[O:26])[C:10]=1[CH2:11][C:12]1[CH:17]=[CH:16][C:15]([C:18]2[C:19]([C:24]#[N:25])=[CH:20][CH:21]=[CH:22][CH:23]=2)=[CH:14][CH:13]=1)[CH2:2][CH2:3][CH3:4]. The yield is 0.950. (5) The reactants are [CH3:1][C:2]1[C:11]([OH:12])=[CH:10][C:9]2[C:4](=[N:5][CH:6]=[CH:7][CH:8]=2)[N:3]=1.Cl[C:14]1[C:23]2[C:18](=[CH:19][C:20]([O:26][CH3:27])=[C:21]([O:24][CH3:25])[CH:22]=2)[N:17]=[CH:16][CH:15]=1.O. The catalyst is CN(C)C1C=CN=CC=1.ClC1C=CC=CC=1Cl. The product is [CH3:25][O:24][C:21]1[CH:22]=[C:23]2[C:18](=[CH:19][C:20]=1[O:26][CH3:27])[N:17]=[CH:16][CH:15]=[C:14]2[O:12][C:11]1[C:2]([CH3:1])=[N:3][C:4]2[C:9]([CH:10]=1)=[CH:8][CH:7]=[CH:6][N:5]=2. The yield is 1.00. (6) The reactants are [OH-].[OH-].[C:3]1([B+2])[CH:8]=[CH:7][CH:6]=[CH:5][CH:4]=1.[F-].[K+].Cl[C:13]1[CH:21]=[CH:20][CH:19]=[CH:18][C:14]=1[CH2:15][C:16]#[N:17]. The catalyst is C([O-])(=O)C.[Pd+2].C([O-])(=O)C.C(P(C(C)(C)C)C1C=CC=CC=1C1C=CC=CC=1)(C)(C)C.C1COCC1. The product is [C:16]([CH2:15][C:14]1[CH:18]=[CH:19][CH:20]=[CH:21][C:13]=1[C:3]1[CH:8]=[CH:7][CH:6]=[CH:5][CH:4]=1)#[N:17]. The yield is 0.920.